Dataset: Full USPTO retrosynthesis dataset with 1.9M reactions from patents (1976-2016). Task: Predict the reactants needed to synthesize the given product. (1) Given the product [F:1][C:2]1[CH:3]=[C:4]([CH:13]([NH:17][C:18]([C:20]2[N:21]=[C:22]([N:28]3[CH2:32][CH2:31][CH2:30][CH2:29]3)[NH:23][C:24](=[O:26])[CH:25]=2)=[O:19])[CH2:14][O:15][CH3:16])[CH:5]=[CH:6][C:7]=1[O:8][C:9]([F:10])([F:12])[F:11], predict the reactants needed to synthesize it. The reactants are: [F:1][C:2]1[CH:3]=[C:4]([CH:13]([NH:17][C:18]([C:20]2[CH:25]=[C:24]([O:26]C)[N:23]=[C:22]([N:28]3[CH2:32][CH2:31][CH2:30][CH2:29]3)[N:21]=2)=[O:19])[CH2:14][O:15][CH3:16])[CH:5]=[CH:6][C:7]=1[O:8][C:9]([F:12])([F:11])[F:10].Cl.N1C=CC=CC=1.CN(C)C(=O)C. (2) The reactants are: [Cl:1][C:2]1[N:7]=[CH:6][C:5]2[C:8](I)=[N:9][N:10]([CH:11]([CH3:13])[CH3:12])[C:4]=2[CH:3]=1.[NH:15]1[CH2:19][CH2:18][NH:17][C:16]1=[O:20].C1(P(C2C=CC=CC=2)C2C3OC4C(=CC=CC=4P(C4C=CC=CC=4)C4C=CC=CC=4)C(C)(C)C=3C=CC=2)C=CC=CC=1.C(=O)([O-])[O-].[Cs+].[Cs+]. Given the product [Cl:1][C:2]1[N:7]=[CH:6][C:5]2[C:8]([N:15]3[CH2:19][CH2:18][NH:17][C:16]3=[O:20])=[N:9][N:10]([CH:11]([CH3:13])[CH3:12])[C:4]=2[CH:3]=1, predict the reactants needed to synthesize it. (3) The reactants are: [OH-].[K+].[Cl:3][C:4]12[C:15]([O:18][CH3:19])([O:16][CH3:17])[C:10]([Cl:20])([C:11]([Cl:14])=[C:12]1[Cl:13])[CH:9]1[CH:5]2[O:6]C(=O)[O:8]1. Given the product [Cl:3][C:4]12[C:15]([O:16][CH3:17])([O:18][CH3:19])[C:10]([Cl:20])([C:11]([Cl:14])=[C:12]1[Cl:13])[CH:9]([OH:8])[CH:5]2[OH:6], predict the reactants needed to synthesize it. (4) Given the product [NH2:1][C:4]1[CH:9]=[N:8][C:7]([C:10]2[CH:15]=[CH:14][CH:13]=[CH:12][CH:11]=2)=[C:6]([C:16]2[CH:17]=[CH:18][CH:19]=[CH:20][CH:21]=2)[N:5]=1, predict the reactants needed to synthesize it. The reactants are: [N:1]([C:4]1[CH:9]=[N:8][C:7]([C:10]2[CH:15]=[CH:14][CH:13]=[CH:12][CH:11]=2)=[C:6]([C:16]2[CH:21]=[CH:20][CH:19]=[CH:18][CH:17]=2)[N:5]=1)=[N+]=[N-].C(N(CC)CC)C.[H][H]. (5) Given the product [Cl:1][C:2]1[CH:7]=[CH:6][N:5]=[C:4]2[C:8]([C:11]([NH:13][C@H:14]3[CH2:19][CH2:18][O:17][CH2:16][C@@H:15]3[OH:20])=[O:12])=[CH:9][N:10]([CH2:26][C:25]3[CH:28]=[CH:29][C:22]([F:21])=[CH:23][CH:24]=3)[C:3]=12, predict the reactants needed to synthesize it. The reactants are: [Cl:1][C:2]1[CH:7]=[CH:6][N:5]=[C:4]2[C:8]([C:11]([NH:13][C@H:14]3[CH2:19][CH2:18][O:17][CH2:16][C@@H:15]3[OH:20])=[O:12])=[CH:9][NH:10][C:3]=12.[F:21][C:22]1[CH:29]=[CH:28][C:25]([CH2:26]Br)=[CH:24][CH:23]=1.C(=O)([O-])[O-].[Cs+].[Cs+]. (6) Given the product [F:1][C:2]1[CH:7]=[CH:6][C:5]([F:8])=[CH:4][C:3]=1[C@H:9]1[CH2:13][CH2:12][CH2:11][N:10]1[C:14]1[CH:19]=[CH:18][N:17]2[N:20]=[CH:21][C:22]([C:23]3[N:27]=[N:26][N:25]([CH:28]4[CH2:32][CH2:31][N:30]([C:33]([O:35][C:36]([CH3:39])([CH3:38])[CH3:37])=[O:34])[CH2:29]4)[CH:24]=3)=[C:16]2[N:15]=1, predict the reactants needed to synthesize it. The reactants are: [F:1][C:2]1[CH:7]=[CH:6][C:5]([F:8])=[CH:4][C:3]=1[C@H:9]1[CH2:13][CH2:12][CH2:11][N:10]1[C:14]1[CH:19]=[CH:18][N:17]2[N:20]=[CH:21][C:22]([C:23]#[CH:24])=[C:16]2[N:15]=1.[N:25]([CH:28]1[CH2:32][CH2:31][N:30]([C:33]([O:35][C:36]([CH3:39])([CH3:38])[CH3:37])=[O:34])[CH2:29]1)=[N+:26]=[N-:27].O.[NH4+].[OH-]. (7) The reactants are: [O:1]=[S:2]1(=[O:23])[C:7]2[CH:8]=[C:9]([O:12][C:13]3[CH:14]=[C:15]([NH2:19])[CH:16]=[CH:17][CH:18]=3)[CH:10]=[CH:11][C:6]=2[N:5]2[CH2:20][CH2:21][CH2:22][CH:4]2[NH:3]1.C([O-])([O-])=O.[Na+].[Na+].[Na+].[I-].Br[CH2:33][CH2:34][O:35][CH2:36][CH2:37]Br. Given the product [N:19]1([C:15]2[CH:14]=[C:13]([CH:18]=[CH:17][CH:16]=2)[O:12][C:9]2[CH:10]=[CH:11][C:6]3[N:5]4[CH2:20][CH2:21][CH2:22][CH:4]4[NH:3][S:2](=[O:1])(=[O:23])[C:7]=3[CH:8]=2)[CH2:37][CH2:36][O:35][CH2:34][CH2:33]1, predict the reactants needed to synthesize it. (8) Given the product [F:31][C:2]([F:1])([F:30])[C:3]1[CH:4]=[C:5]([C:16]2[O:20][N:19]=[C:18]([C:21]3[CH:29]=[CH:28][CH:27]=[C:26]4[C:22]=3[CH2:23][CH2:24][N:25]4[CH2:39][CH2:40][C:41]([NH2:43])=[O:42])[N:17]=2)[CH:6]=[CH:7][C:8]=1[O:9][CH:10]([CH3:15])[C:11]([F:12])([F:13])[F:14], predict the reactants needed to synthesize it. The reactants are: [F:1][C:2]([F:31])([F:30])[C:3]1[CH:4]=[C:5]([C:16]2[O:20][N:19]=[C:18]([C:21]3[CH:29]=[CH:28][CH:27]=[C:26]4[C:22]=3[CH2:23][CH2:24][NH:25]4)[N:17]=2)[CH:6]=[CH:7][C:8]=1[O:9][CH:10]([CH3:15])[C:11]([F:14])([F:13])[F:12].C([O-])([O-])=O.[K+].[K+].I[CH2:39][CH2:40][C:41]([NH2:43])=[O:42].C([O-])(O)=O.[Na+].